This data is from Full USPTO retrosynthesis dataset with 1.9M reactions from patents (1976-2016). The task is: Predict the reactants needed to synthesize the given product. (1) Given the product [O:7]=[C:5]1[N:1]([CH2:19][C:15]2[CH:14]=[N:13][CH:18]=[CH:17][CH:16]=2)[C@H:2]([C:8]([OH:10])=[O:9])[CH2:3][CH2:4]1, predict the reactants needed to synthesize it. The reactants are: [NH2:1][C@@H:2]([C:8]([OH:10])=[O:9])[CH2:3][CH2:4][C:5]([OH:7])=O.[OH-].[Na+].[N:13]1[CH:18]=[CH:17][CH:16]=[C:15]([CH:19]=O)[CH:14]=1.[BH4-].[Na+]. (2) Given the product [F:40][C:8]1[CH:9]=[C:10]([NH:13][C:14]([C:16]2[CH:24]=[C:23]3[C:19]([CH2:20][CH2:21][N:22]3[S:25]([C:28]3[CH:33]=[CH:32][CH:31]=[C:30]([C:34]([F:35])([F:37])[F:36])[CH:29]=3)(=[O:26])=[O:27])=[C:18]([O:38][CH3:39])[CH:17]=2)=[O:15])[CH:11]=[CH:12][C:7]=1[C:6]([OH:41])=[O:5], predict the reactants needed to synthesize it. The reactants are: [OH-].[K+].C([O:5][C:6](=[O:41])[C:7]1[CH:12]=[CH:11][C:10]([NH:13][C:14]([C:16]2[CH:24]=[C:23]3[C:19]([CH2:20][CH2:21][N:22]3[S:25]([C:28]3[CH:33]=[CH:32][CH:31]=[C:30]([C:34]([F:37])([F:36])[F:35])[CH:29]=3)(=[O:27])=[O:26])=[C:18]([O:38][CH3:39])[CH:17]=2)=[O:15])=[CH:9][C:8]=1[F:40])C.O1CCCC1. (3) Given the product [OH:8][C:9]1[C:14]([O:15][CH3:16])=[CH:13][C:12]([C:17]2[CH:22]=[CH:21][C:20]([N:23]([CH3:55])[CH2:24][CH2:25][CH2:26][N:27]([C:29]3[CH:30]=[CH:31][C:32]([C:35]4[CH:40]=[C:39]([O:41][CH3:42])[C:38]([OH:43])=[C:37]([O:53][CH3:54])[CH:36]=4)=[N:33][CH:34]=3)[CH3:28])=[CH:19][N:18]=2)=[CH:11][C:10]=1[O:56][CH3:57], predict the reactants needed to synthesize it. The reactants are: COC1C=CC(C[O:8][C:9]2[C:14]([O:15][CH3:16])=[CH:13][C:12]([C:17]3[CH:22]=[CH:21][C:20]([N:23]([CH3:55])[CH2:24][CH2:25][CH2:26][N:27]([C:29]4[CH:30]=[CH:31][C:32]([C:35]5[CH:40]=[C:39]([O:41][CH3:42])[C:38]([O:43]CC6C=CC(OC)=CC=6)=[C:37]([O:53][CH3:54])[CH:36]=5)=[N:33][CH:34]=4)[CH3:28])=[CH:19][N:18]=3)=[CH:11][C:10]=2[O:56][CH3:57])=CC=1.FC(F)(F)C(O)=O. (4) Given the product [Cl:23][SiH:24]1[N:9]([C:2]([CH3:1])([CH3:8])[CH2:3][C:4]([CH3:5])([CH3:6])[CH3:7])[CH:10]=[CH:11][N:12]1[C:13]([CH3:20])([CH3:19])[CH2:14][C:15]([CH3:18])([CH3:17])[CH3:16], predict the reactants needed to synthesize it. The reactants are: [CH3:1][C:2]([N-:9][CH:10]=[CH:11][N-:12][C:13]([CH3:20])([CH3:19])[CH2:14][C:15]([CH3:18])([CH3:17])[CH3:16])([CH3:8])[CH2:3][C:4]([CH3:7])([CH3:6])[CH3:5].[Li+].[Li+].[Cl:23][SiH:24](Cl)Cl. (5) Given the product [C:31]([CH:30]1[CH:16]([C:15]2[CH:18]=[CH:19][CH:20]=[C:13]([C:12]([F:22])([F:21])[F:11])[CH:14]=2)[N:1]([C:2]2[CH:3]=[C:4]([CH3:10])[C:5](=[O:9])[N:6]([CH3:8])[CH:7]=2)[C:26](=[O:25])[C:28]1=[O:29])(=[O:32])[CH3:33], predict the reactants needed to synthesize it. The reactants are: [NH2:1][C:2]1[CH:3]=[C:4]([CH3:10])[C:5](=[O:9])[N:6]([CH3:8])[CH:7]=1.[F:11][C:12]([F:22])([F:21])[C:13]1[CH:14]=[C:15]([CH:18]=[CH:19][CH:20]=1)[CH:16]=O.CC[O:25][C:26]([C:28]([CH2:30][C:31]([CH3:33])=[O:32])=[O:29])=O. (6) Given the product [CH2:1]([O:3][C:4]([C:6]1[C:14]2[C:9](=[CH:10][CH:11]=[C:12]([O:15][C:34]3[CH:35]=[CH:36][C:31]([C:30]([F:41])([F:40])[F:29])=[CH:32][CH:33]=3)[CH:13]=2)[N:8]([C:16]2[CH:21]=[CH:20][CH:19]=[C:18]([Cl:22])[CH:17]=2)[C:7]=1[CH2:23][C:24]([O:26][CH2:27][CH3:28])=[O:25])=[O:5])[CH3:2], predict the reactants needed to synthesize it. The reactants are: [CH2:1]([O:3][C:4]([C:6]1[C:14]2[C:9](=[CH:10][CH:11]=[C:12]([OH:15])[CH:13]=2)[N:8]([C:16]2[CH:21]=[CH:20][CH:19]=[C:18]([Cl:22])[CH:17]=2)[C:7]=1[CH2:23][C:24]([O:26][CH2:27][CH3:28])=[O:25])=[O:5])[CH3:2].[F:29][C:30]([F:41])([F:40])[C:31]1[CH:36]=[CH:35][C:34](B(O)O)=[CH:33][CH:32]=1.